Dataset: Full USPTO retrosynthesis dataset with 1.9M reactions from patents (1976-2016). Task: Predict the reactants needed to synthesize the given product. (1) Given the product [C:1]([O:5][CH:6]([C:11]1[C:12]([C:21]2[CH:22]=[C:23]3[C:28](=[CH:29][CH:30]=2)[O:27][CH2:26][CH2:25][CH2:24]3)=[C:13]2[CH:20]=[CH:19][N:18]([CH2:35][C:34]3[CH:37]=[CH:38][C:39]([O:40][CH3:41])=[C:32]([F:31])[CH:33]=3)[C:14]2=[N:15][C:16]=1[CH3:17])[C:7]([OH:9])=[O:8])([CH3:4])([CH3:2])[CH3:3], predict the reactants needed to synthesize it. The reactants are: [C:1]([O:5][CH:6]([C:11]1[C:12]([C:21]2[CH:22]=[C:23]3[C:28](=[CH:29][CH:30]=2)[O:27][CH2:26][CH2:25][CH2:24]3)=[C:13]2[CH:20]=[CH:19][NH:18][C:14]2=[N:15][C:16]=1[CH3:17])[C:7]([O:9]C)=[O:8])([CH3:4])([CH3:3])[CH3:2].[F:31][C:32]1[CH:33]=[C:34]([CH:37]=[CH:38][C:39]=1[O:40][CH3:41])[CH2:35]Br. (2) Given the product [CH3:7][O:8][C:9]1[CH:17]=[CH:16][C:12]([C:13]([NH:22][CH2:21][C:20]([O:19][CH3:18])=[O:23])=[O:14])=[CH:11][CH:10]=1, predict the reactants needed to synthesize it. The reactants are: C(=O)([O-])[O-].[K+].[K+].[CH3:7][O:8][C:9]1[CH:17]=[CH:16][C:12]([C:13](Cl)=[O:14])=[CH:11][CH:10]=1.[CH3:18][O:19][C:20](=[O:23])[CH2:21][NH2:22].O. (3) The reactants are: [NH2:1][C@H:2]([C:4]1[O:5][C:6]2[C:11]([C:12](=[O:20])[C:13]=1[C:14]1[CH:19]=[CH:18][CH:17]=[CH:16][CH:15]=1)=[CH:10][C:9]([Br:21])=[CH:8][CH:7]=2)[CH3:3].C(N(CC)C(C)C)(C)C.Br[C:32]1[N:40]=[CH:39][N:38]=[C:37]2[C:33]=1[NH:34][CH:35]=[N:36]2. Given the product [N:40]1[C:32]([NH:1][C@H:2]([C:4]2[O:5][C:6]3[C:11]([C:12](=[O:20])[C:13]=2[C:14]2[CH:19]=[CH:18][CH:17]=[CH:16][CH:15]=2)=[CH:10][C:9]([Br:21])=[CH:8][CH:7]=3)[CH3:3])=[C:33]2[C:37]([NH:36][CH:35]=[N:34]2)=[N:38][CH:39]=1, predict the reactants needed to synthesize it. (4) Given the product [CH2:1]([O:3][C:4]([C:6]1[S:10][C:9]([C:11]2[CH:12]=[C:13]3[C:17](=[C:18]([C:20]#[N:21])[CH:19]=2)[N:16]([CH3:22])[C:15]([CH3:23])=[CH:14]3)=[N:8][C:7]=1[CH3:24])=[O:5])[CH3:2], predict the reactants needed to synthesize it. The reactants are: [CH2:1]([O:3][C:4]([C:6]1[S:10][C:9]([C:11]2[CH:12]=[C:13]3[C:17](=[C:18]([C:20]#[N:21])[CH:19]=2)[N:16]([CH3:22])[CH:15]([CH3:23])[CH2:14]3)=[N:8][C:7]=1[CH3:24])=[O:5])[CH3:2]. (5) The reactants are: [OH-].[Na+].[Cl:3][C:4]1[CH:5]=[C:6]([C:14]2[O:18][N:17]=[C:16]([C:19]3[C:20]4[C:24]([CH:25]=[CH:26][CH:27]=3)=[N:23][N:22]([CH2:28][CH2:29][CH2:30][CH2:31][C:32]([O:34]C)=[O:33])[CH:21]=4)[N:15]=2)[CH:7]=[CH:8][C:9]=1[O:10][CH:11]([CH3:13])[CH3:12].Cl.C(Cl)Cl. Given the product [Cl:3][C:4]1[CH:5]=[C:6]([C:14]2[O:18][N:17]=[C:16]([C:19]3[C:20]4[C:24]([CH:25]=[CH:26][CH:27]=3)=[N:23][N:22]([CH2:28][CH2:29][CH2:30][CH2:31][C:32]([OH:34])=[O:33])[CH:21]=4)[N:15]=2)[CH:7]=[CH:8][C:9]=1[O:10][CH:11]([CH3:13])[CH3:12], predict the reactants needed to synthesize it. (6) Given the product [CH:1]1([N:7]2[CH2:13][C:12]([F:15])([F:14])[C:11](=[O:16])[N:10]([CH3:17])[C:9]3[CH:18]=[N:19][C:20]([NH:22][C:23]4[CH:31]=[CH:30][C:26]([C:27]([NH:60][N:59]([CH3:61])[CH3:58])=[O:29])=[CH:25][C:24]=4[O:32][CH3:33])=[N:21][C:8]2=3)[CH2:6][CH2:5][CH2:4][CH2:3][CH2:2]1, predict the reactants needed to synthesize it. The reactants are: [CH:1]1([N:7]2[CH2:13][C:12]([F:15])([F:14])[C:11](=[O:16])[N:10]([CH3:17])[C:9]3[CH:18]=[N:19][C:20]([NH:22][C:23]4[CH:31]=[CH:30][C:26]([C:27]([OH:29])=O)=[CH:25][C:24]=4[O:32][CH3:33])=[N:21][C:8]2=3)[CH2:6][CH2:5][CH2:4][CH2:3][CH2:2]1.CN(C(ON1N=NC2C=CC=NC1=2)=[N+](C)C)C.F[P-](F)(F)(F)(F)F.[CH3:58][N:59]([CH3:61])[NH2:60]. (7) Given the product [C:1]12[CH2:8][CH2:7][C:6]1=[CH:5][CH:4]=[C:3]([N:9]([C:18]1[CH:23]=[CH:22][C:21]([Br:25])=[CH:20][CH:19]=1)[C:10]1[CH:17]=[CH:16][C:15]3[CH2:14][CH2:13][C:12]=3[CH:11]=1)[CH:2]=2, predict the reactants needed to synthesize it. The reactants are: [C:1]12[CH2:8][CH2:7][C:6]1=[CH:5][CH:4]=[C:3]([N:9]([C:18]1[CH:23]=[CH:22][CH:21]=[CH:20][CH:19]=1)[C:10]1[CH:17]=[CH:16][C:15]3[CH2:14][CH2:13][C:12]=3[CH:11]=1)[CH:2]=2.O.[Br:25]N1C(=O)CCC1=O.C1(C)C=CC=CC=1. (8) The reactants are: [Ca+2].[CH:2]([C:6]1[C:10](/[CH:11]=[CH:12]/[C@@H:13](O)[CH2:14][C@@H:15]([OH:20])[CH2:16][C:17]([O-:19])=[O:18])=[C:9]([C:22]2[CH:27]=[CH:26][C:25]([F:28])=[CH:24][CH:23]=2)[N:8]([C:29]2[CH:34]=[CH:33][N:32]=[C:31]([NH:35][C:36]3[CH:41]=[CH:40][CH:39]=[CH:38][CH:37]=3)[CH:30]=2)[N:7]=1)([CH2:4][CH3:5])[CH3:3].[CH:2]([C:6]1[C:10](/[CH:11]=[CH:12]/[C@@H:13](O)[CH2:14][C@@H:15]([OH:20])[CH2:16][C:17]([O-:19])=[O:18])=[C:9]([C:22]2[CH:27]=[CH:26][C:25]([F:28])=[CH:24][CH:23]=2)[N:8]([C:29]2[CH:34]=[CH:33][N:32]=[C:31]([NH:35][C:36]3[CH:37]=[CH:38][CH:39]=[CH:40][CH:41]=3)[CH:30]=2)[N:7]=1)([CH2:4][CH3:5])[CH3:3]. Given the product [CH:2]([C:6]1[C:10](/[CH:11]=[CH:12]/[C@H:13]2[O:19][C:17](=[O:18])[CH2:16][C@H:15]([OH:20])[CH2:14]2)=[C:9]([C:22]2[CH:27]=[CH:26][C:25]([F:28])=[CH:24][CH:23]=2)[N:8]([C:29]2[CH:34]=[CH:33][N:32]=[C:31]([NH:35][C:36]3[CH:41]=[CH:40][CH:39]=[CH:38][CH:37]=3)[CH:30]=2)[N:7]=1)([CH2:4][CH3:5])[CH3:3], predict the reactants needed to synthesize it. (9) Given the product [CH3:1][O:2][C:3](=[O:21])[CH:4]([N:6]([C:14]([O:16][C:17]([CH3:20])([CH3:19])[CH3:18])=[O:15])[C:7]([O:9][C:10]([CH3:13])([CH3:12])[CH3:11])=[O:8])[CH2:5][N:22]1[CH2:27][CH2:26][CH:25]([OH:28])[CH2:24][CH2:23]1, predict the reactants needed to synthesize it. The reactants are: [CH3:1][O:2][C:3](=[O:21])[C:4]([N:6]([C:14]([O:16][C:17]([CH3:20])([CH3:19])[CH3:18])=[O:15])[C:7]([O:9][C:10]([CH3:13])([CH3:12])[CH3:11])=[O:8])=[CH2:5].[NH:22]1[CH2:27][CH2:26][CH:25]([OH:28])[CH2:24][CH2:23]1.